From a dataset of Reaction yield outcomes from USPTO patents with 853,638 reactions. Predict the reaction yield, written as a fraction of the theoretical maximum amount of product (1.0 means a 100% yield; for example, 0.34 means a 34% yield). (1) The reactants are Br[C:2]1[CH:7]=[CH:6][C:5]([N+:8]([O-:10])=[O:9])=[CH:4][C:3]=1[N:11]([CH2:15][C:16]([CH3:18])=[CH2:17])[C:12](=[O:14])[CH3:13].C([O-])=O.[Na+].C([O-])(=O)C.[Na+]. The catalyst is O.[Cl-].C([N+](CC)(CC)CC)C.CN(C=O)C.C([O-])(=O)C.[Pd+2].C([O-])(=O)C. The product is [CH3:17][C:16]1([CH3:18])[C:2]2[C:3](=[CH:4][C:5]([N+:8]([O-:10])=[O:9])=[CH:6][CH:7]=2)[N:11]([C:12](=[O:14])[CH3:13])[CH2:15]1. The yield is 0.880. (2) The reactants are [CH3:1][O:2][C:3]1[CH:4]=[C:5]([CH2:17][C:18]([O:20][CH2:21][CH3:22])=[O:19])[CH:6]=[CH:7][C:8]=1OS(C(F)(F)F)(=O)=O.C(=O)([O-])[O-].[K+].[K+].[CH3:29][O:30][CH2:31][C:32]1[CH:33]=[C:34](B(O)O)[CH:35]=[CH:36][CH:37]=1. The catalyst is COCCOC.O. The product is [CH3:1][O:2][C:3]1[CH:4]=[C:5]([CH2:17][C:18]([O:20][CH2:21][CH3:22])=[O:19])[CH:6]=[CH:7][C:8]=1[C:34]1[CH:33]=[C:32]([CH2:31][O:30][CH3:29])[CH:37]=[CH:36][CH:35]=1. The yield is 0.760.